Dataset: Catalyst prediction with 721,799 reactions and 888 catalyst types from USPTO. Task: Predict which catalyst facilitates the given reaction. (1) The catalyst class is: 2. Product: [NH2:1][C@H:2]([C:5]([C:7]([O:9][CH2:10][C:11]1[CH:16]=[CH:15][CH:14]=[CH:13][CH:12]=1)=[O:8])=[O:6])[CH2:3][NH2:4]. Reactant: [NH:1](C(OCC1C2C(=CC=CC=2)C2C1=CC=CC=2)=O)[C@H:2]([C:5]([C:7]([O:9][CH2:10][C:11]1[CH:16]=[CH:15][CH:14]=[CH:13][CH:12]=1)=[O:8])=[O:6])[CH2:3][NH2:4].C(NCC)C. (2) Product: [CH3:1][C:2]1[CH:7]=[CH:6][C:5]([O:8][CH3:9])=[CH:4][C:3]=1[O:10][C:11]1[N:12]=[CH:13][C:14]([NH2:17])=[CH:15][CH:16]=1. The catalyst class is: 29. Reactant: [CH3:1][C:2]1[CH:7]=[CH:6][C:5]([O:8][CH3:9])=[CH:4][C:3]=1[O:10][C:11]1[CH:16]=[CH:15][C:14]([N+:17]([O-])=O)=[CH:13][N:12]=1. (3) Product: [CH2:15]([N:17]([CH2:18][CH3:19])[CH2:2][CH2:3][N:4]1[CH:8]([OH:9])[C:7]2[C:6](=[CH:13][CH:12]=[CH:11][CH:10]=2)[CH:5]1[OH:14])[CH3:16]. Reactant: Br[CH2:2][CH2:3][N:4]1[C:8](=[O:9])[C:7]2=[CH:10][CH:11]=[CH:12][CH:13]=[C:6]2[C:5]1=[O:14].[CH2:15]([NH:17][CH2:18][CH3:19])[CH3:16]. The catalyst class is: 11. (4) Reactant: [CH:1]1([S:6]([C:8]2[CH:9]=[C:10]([CH:16]=[CH:17][CH:18]=2)[CH2:11][O:12][CH2:13][CH2:14][OH:15])=[O:7])[CH2:5][CH2:4][CH2:3][CH2:2]1.ClC1C=CC=C(C(OO)=[O:27])C=1. Product: [CH:1]1([S:6]([C:8]2[CH:9]=[C:10]([CH:16]=[CH:17][CH:18]=2)[CH2:11][O:12][CH2:13][CH2:14][OH:15])(=[O:27])=[O:7])[CH2:5][CH2:4][CH2:3][CH2:2]1. The catalyst class is: 2.